Dataset: CYP3A4 inhibition data for predicting drug metabolism from PubChem BioAssay. Task: Regression/Classification. Given a drug SMILES string, predict its absorption, distribution, metabolism, or excretion properties. Task type varies by dataset: regression for continuous measurements (e.g., permeability, clearance, half-life) or binary classification for categorical outcomes (e.g., BBB penetration, CYP inhibition). Dataset: cyp3a4_veith. (1) The compound is OC[C@H](CCc1c[nH]c2ccccc12)c1c[nH]c2ccccc12. The result is 1 (inhibitor). (2) The drug is CCOC(=O)c1cnc(-c2ccccc2)nc1Oc1ccc(Cl)cc1. The result is 0 (non-inhibitor). (3) The compound is Cc1cnc(CNc2ncncc2-c2ccc3c(c2)OCO3)cn1. The result is 1 (inhibitor). (4) The compound is O=C(CSc1nnc(-c2ccc(Cl)cc2Cl)n1C1CCCCC1)NC1CCS(=O)(=O)C1. The result is 1 (inhibitor).